From a dataset of Full USPTO retrosynthesis dataset with 1.9M reactions from patents (1976-2016). Predict the reactants needed to synthesize the given product. (1) Given the product [C:26]([C:23]([NH:22][C:18]1[CH:17]=[C:16]([CH:11]2[C:10]([CH3:30])([CH3:31])[CH2:9][C:8]3[C:13](=[CH:14][CH:15]=[C:6]([C:4]([OH:5])=[O:3])[CH:7]=3)[NH:12]2)[CH:21]=[CH:20][CH:19]=1)([CH3:25])[CH3:24])([OH:28])=[O:27], predict the reactants needed to synthesize it. The reactants are: C([O:3][C:4]([C:6]1[CH:7]=[C:8]2[C:13](=[CH:14][CH:15]=1)[NH:12][CH:11]([C:16]1[CH:21]=[CH:20][CH:19]=[C:18]([NH:22][C:23]([C:26]([O:28]C)=[O:27])([CH3:25])[CH3:24])[CH:17]=1)[C:10]([CH3:31])([CH3:30])[CH2:9]2)=[O:5])C.Cl. (2) Given the product [CH2:23]([CH:20]1[CH2:21][CH2:22][N:17]([CH:15]([NH:1][C:2]2[CH:12]=[CH:11][C:5]3[NH:6][C:7](=[O:10])[CH2:8][O:9][C:4]=3[CH:3]=2)[CH:14]=[O:32])[CH2:18][CH2:19]1)[C:24]1[CH:29]=[CH:28][CH:27]=[CH:26][CH:25]=1, predict the reactants needed to synthesize it. The reactants are: [NH2:1][C:2]1[CH:12]=[CH:11][C:5]2[NH:6][C:7](=[O:10])[CH2:8][O:9][C:4]=2[CH:3]=1.Cl[CH2:14][C:15]([N:17]1[CH2:22][CH2:21][CH:20]([CH2:23][C:24]2[CH:29]=[CH:28][CH:27]=[CH:26][CH:25]=2)[CH2:19][CH2:18]1)=O.C([O:32]CC)C. (3) Given the product [Cl:11][C:9]1[CH:8]=[CH:7][C:5]2[N:6]=[C:2]([N:22]3[CH2:23][CH2:24][N:19]([C:18]4[C:17]([Cl:25])=[CH:16][N:15]=[CH:14][C:13]=4[Cl:12])[CH2:20][CH2:21]3)[NH:3][C:4]=2[CH:10]=1, predict the reactants needed to synthesize it. The reactants are: Cl[C:2]1[NH:6][C:5]2[CH:7]=[CH:8][C:9]([Cl:11])=[CH:10][C:4]=2[N:3]=1.[Cl:12][C:13]1[CH:14]=[N:15][CH:16]=[C:17]([Cl:25])[C:18]=1[N:19]1[CH2:24][CH2:23][NH:22][CH2:21][CH2:20]1. (4) Given the product [O:1]=[C:2]1[CH2:7][CH2:6][CH2:5][CH2:4][N:3]1[C:8]1[CH:9]=[CH:10][C:11]([NH:14][C:15]([C@H:17]2[CH2:21][CH2:20][CH2:19][C@H:18]2[C:22]2[CH:23]=[C:24]([CH:28]=[CH:29][CH:30]=2)[C:25]([NH2:27])=[O:26])=[O:16])=[CH:12][CH:13]=1, predict the reactants needed to synthesize it. The reactants are: [O:1]=[C:2]1[CH2:7][CH2:6][CH2:5][CH2:4][N:3]1[C:8]1[CH:13]=[CH:12][C:11]([NH:14][C:15]([C:17]2[CH2:21][CH2:20][CH2:19][C:18]=2[C:22]2[CH:23]=[C:24]([CH:28]=[CH:29][CH:30]=2)[C:25]([NH2:27])=[O:26])=[O:16])=[CH:10][CH:9]=1. (5) Given the product [Br:22][CH:23]([CH3:27])[C:24]([O:14][C:2]([CH2:3][CH2:4][CH2:5][CH2:6][CH2:7][CH2:8][CH2:9][CH2:10][CH2:11][CH2:12][CH3:13])=[CH2:1])=[O:25], predict the reactants needed to synthesize it. The reactants are: [CH3:1][CH:2]([OH:14])[CH2:3][CH2:4][CH2:5][CH2:6][CH2:7][CH2:8][CH2:9][CH2:10][CH2:11][CH2:12][CH3:13].C(N(CC)CC)C.[Br:22][C:23](C)([CH3:27])[C:24](Br)=[O:25]. (6) Given the product [F:38][CH:37]([F:39])[CH:36]([C:31]1[CH:32]=[CH:33][CH:34]=[C:35]2[C:30]=1[CH2:29][CH2:28][CH:27]2[OH:26])[O:40][CH3:41], predict the reactants needed to synthesize it. The reactants are: [F-].C([N+](CCCC)(CCCC)CCCC)CCC.C([Si]([O:26][CH:27]1[C:35]2[C:30](=[C:31]([CH:36]([O:40][CH3:41])[CH:37]([F:39])[F:38])[CH:32]=[CH:33][CH:34]=2)[CH2:29][CH2:28]1)(C)C)(C)(C)C.